From a dataset of Full USPTO retrosynthesis dataset with 1.9M reactions from patents (1976-2016). Predict the reactants needed to synthesize the given product. (1) The reactants are: [N:1]1[CH:6]=[CH:5][CH:4]=[C:3]2[CH2:7][CH2:8][C:9](=[O:10])[C:2]=12.Br[Mg][C:13]#[CH:14]. Given the product [C:13]([C:9]1([OH:10])[C:2]2=[N:1][CH:6]=[CH:5][CH:4]=[C:3]2[CH2:7][CH2:8]1)#[CH:14], predict the reactants needed to synthesize it. (2) Given the product [Cl:32][C:27]1[CH:26]=[C:25]([S:22]([N:21]([CH2:33][C:34]([OH:36])=[O:35])[C:17]2[CH:16]=[C:15]3[C:20](=[CH:19][CH:18]=2)[N:12]([C:9]2[N:10]=[N:11][C:6]([NH:5][CH2:4][CH2:3][CH2:2][NH:1][S:40]([CH3:39])(=[O:42])=[O:41])=[CH:7][CH:8]=2)[CH:13]=[CH:14]3)(=[O:24])=[O:23])[CH:30]=[C:29]([Cl:31])[CH:28]=1, predict the reactants needed to synthesize it. The reactants are: [NH2:1][CH2:2][CH2:3][CH2:4][NH:5][C:6]1[N:11]=[N:10][C:9]([N:12]2[C:20]3[C:15](=[CH:16][C:17]([N:21]([CH2:33][C:34]([OH:36])=[O:35])[S:22]([C:25]4[CH:30]=[C:29]([Cl:31])[CH:28]=[C:27]([Cl:32])[CH:26]=4)(=[O:24])=[O:23])=[CH:18][CH:19]=3)[CH:14]=[CH:13]2)=[CH:8][CH:7]=1.[OH-].[Na+].[CH3:39][S:40](Cl)(=[O:42])=[O:41].Cl. (3) Given the product [CH2:1]([O:3][C:4](=[O:21])[CH:5]([C:8]1[CH:13]=[CH:12][C:11]([NH2:14])=[C:10]([S:17][CH:18]([CH3:19])[CH3:20])[CH:9]=1)[CH2:6][CH3:7])[CH3:2], predict the reactants needed to synthesize it. The reactants are: [CH2:1]([O:3][C:4](=[O:21])[CH:5]([C:8]1[CH:13]=[CH:12][C:11]([N+:14]([O-])=O)=[C:10]([S:17][CH:18]([CH3:20])[CH3:19])[CH:9]=1)[CH2:6][CH3:7])[CH3:2].Cl[Sn]Cl.O.